Dataset: Full USPTO retrosynthesis dataset with 1.9M reactions from patents (1976-2016). Task: Predict the reactants needed to synthesize the given product. (1) Given the product [C:1]([N:20]1[CH:24]=[C:23]([C:25]2[N:29]=[C:28]([C:30]([OH:32])=[O:31])[O:27][N:26]=2)[N:22]=[CH:21]1)([C:8]1[CH:9]=[CH:10][CH:11]=[CH:12][CH:13]=1)([C:14]1[CH:19]=[CH:18][CH:17]=[CH:16][CH:15]=1)[C:2]1[CH:3]=[CH:4][CH:5]=[CH:6][CH:7]=1, predict the reactants needed to synthesize it. The reactants are: [C:1]([N:20]1[CH:24]=[C:23]([C:25]2[N:29]=[C:28]([C:30]([O:32]CC)=[O:31])[O:27][N:26]=2)[N:22]=[CH:21]1)([C:14]1[CH:19]=[CH:18][CH:17]=[CH:16][CH:15]=1)([C:8]1[CH:13]=[CH:12][CH:11]=[CH:10][CH:9]=1)[C:2]1[CH:7]=[CH:6][CH:5]=[CH:4][CH:3]=1.C(=O)([O-])[O-].[Cs+].[Cs+]. (2) Given the product [CH3:1][C:2]1[C:3](=[O:27])[C:4]2[C:9]([C:10](=[O:26])[C:11]=1[CH:12]([C:14](=[O:25])[C@H:15]([CH3:24])[NH2:16])[NH2:13])=[CH:8][CH:7]=[CH:6][CH:5]=2, predict the reactants needed to synthesize it. The reactants are: [CH3:1][C:2]1[C:3](=[O:27])[C:4]2[C:9]([C:10](=[O:26])[C:11]=1[CH:12]([C:14](=[O:25])[C@H:15]([CH3:24])[NH:16]C(OC(C)(C)C)=O)[NH2:13])=[CH:8][CH:7]=[CH:6][CH:5]=2.C(Cl)Cl.C(O)(C(F)(F)F)=O.Cl.